From a dataset of NCI-60 drug combinations with 297,098 pairs across 59 cell lines. Regression. Given two drug SMILES strings and cell line genomic features, predict the synergy score measuring deviation from expected non-interaction effect. (1) Drug 1: C1C(C(OC1N2C=NC(=NC2=O)N)CO)O. Drug 2: COCCOC1=C(C=C2C(=C1)C(=NC=N2)NC3=CC=CC(=C3)C#C)OCCOC.Cl. Cell line: M14. Synergy scores: CSS=11.1, Synergy_ZIP=-1.66, Synergy_Bliss=1.82, Synergy_Loewe=-9.29, Synergy_HSA=3.10. (2) Cell line: SK-MEL-2. Drug 1: CC12CCC3C(C1CCC2=O)CC(=C)C4=CC(=O)C=CC34C. Synergy scores: CSS=36.7, Synergy_ZIP=-0.514, Synergy_Bliss=2.74, Synergy_Loewe=-11.2, Synergy_HSA=2.51. Drug 2: C1=C(C(=O)NC(=O)N1)N(CCCl)CCCl.